This data is from Full USPTO retrosynthesis dataset with 1.9M reactions from patents (1976-2016). The task is: Predict the reactants needed to synthesize the given product. (1) Given the product [CH2:8]([O:7][C:5](=[O:6])[CH:4]([C:21]1[CH:22]=[C:17]([Cl:16])[C:18]([N+:27]([O-:29])=[O:28])=[CH:19][C:20]=1[N+:24]([O-:26])=[O:25])[C:3]([O:11][C:12]([CH3:14])([CH3:13])[CH3:15])=[O:10])[CH3:9], predict the reactants needed to synthesize it. The reactants are: [H-].[Na+].[C:3]([O:11][C:12]([CH3:15])([CH3:14])[CH3:13])(=[O:10])[CH2:4][C:5]([O:7][CH2:8][CH3:9])=[O:6].[Cl:16][C:17]1[CH:22]=[C:21](Cl)[C:20]([N+:24]([O-:26])=[O:25])=[CH:19][C:18]=1[N+:27]([O-:29])=[O:28]. (2) The reactants are: [CH:1]1([CH2:7][C@H:8]([CH2:12][C:13]([N:15]2[CH2:20][CH2:19][O:18][CH2:17][CH2:16]2)=[O:14])[C:9]([OH:11])=O)[CH2:6][CH2:5][CH2:4][CH2:3][CH2:2]1.C(Cl)CCl.O[N:26]1[C:30]2C=CC=CC=2N=N1.[NH2:35][C:36]1(C#N)[CH2:41][CH2:40][N:39]([CH3:42])[CH2:38][CH2:37]1. Given the product [C:30]([CH:38]1[CH2:37][CH:36]([NH:35][C:9](=[O:11])[CH:8]([CH2:7][CH:1]2[CH2:2][CH2:3][CH2:4][CH2:5][CH2:6]2)[CH2:12][C:13]([N:15]2[CH2:20][CH2:19][O:18][CH2:17][CH2:16]2)=[O:14])[CH2:41][CH2:40][N:39]1[CH3:42])#[N:26], predict the reactants needed to synthesize it.